From a dataset of Full USPTO retrosynthesis dataset with 1.9M reactions from patents (1976-2016). Predict the reactants needed to synthesize the given product. Given the product [O:35]1[C:39]2[CH:40]=[CH:41][C:42]([C:44]([N:46]=[C:47]=[S:48])=[O:45])=[CH:43][C:38]=2[O:37][CH2:36]1.[O:35]1[C:39]2[CH:40]=[CH:41][C:42]([C:44]([NH:46][C:47]([NH:32][C:31]3[CH:33]=[CH:34][C:28]([O:27][C:18]4[C:17]5[C:22](=[CH:23][C:24]([O:25][CH3:26])=[C:15]([O:14][CH3:13])[CH:16]=5)[N:21]=[CH:20][CH:19]=4)=[CH:29][CH:30]=3)=[S:48])=[O:45])=[CH:43][C:38]=2[O:37][CH2:36]1, predict the reactants needed to synthesize it. The reactants are: O1C2C=CC(C(Cl)=O)=CC=2OC1.[CH3:13][O:14][C:15]1[CH:16]=[C:17]2[C:22](=[CH:23][C:24]=1[O:25][CH3:26])[N:21]=[CH:20][CH:19]=[C:18]2[O:27][C:28]1[CH:34]=[CH:33][C:31]([NH2:32])=[CH:30][CH:29]=1.[O:35]1[C:39]2[CH:40]=[CH:41][C:42]([C:44]([N:46]=[C:47]=[S:48])=[O:45])=[CH:43][C:38]=2[O:37][CH2:36]1.